This data is from Reaction yield outcomes from USPTO patents with 853,638 reactions. The task is: Predict the reaction yield, written as a fraction of the theoretical maximum amount of product (1.0 means a 100% yield; for example, 0.34 means a 34% yield). (1) The product is [Cl:1][C:2]1[N:3]=[C:4]([CH3:9])[CH:5]=[C:6]([N:10]2[CH2:14][CH2:13][CH2:12][CH2:11]2)[N:7]=1. The catalyst is C(O)(C)C. The reactants are [Cl:1][C:2]1[N:7]=[C:6](Cl)[CH:5]=[C:4]([CH3:9])[N:3]=1.[NH:10]1[CH2:14][CH2:13][CH2:12][CH2:11]1. The yield is 0.730. (2) The reactants are [F:1][CH2:2][C:3]1([S:6]([NH:9][C:10]([C@@:12]23[CH2:27][C@H:26]2[CH:25]=[CH:24][CH2:23][CH2:22][C@@H:21]([CH3:28])[CH2:20][C@@H:19]([CH3:29])[C@H:18]([NH:30]C(=O)OC(C)(C)C)[C:17](=[O:38])[N:16]2[CH2:39][C@H:40]([O:42][C:43]4[CH:52]=[N:51][C:50]5[C:45](=[CH:46][C:47]([O:53][CH3:54])=[CH:48][CH:49]=5)[N:44]=4)[CH2:41][C@H:15]2[C:14](=[O:55])[NH:13]3)=[O:11])(=[O:8])=[O:7])[CH2:5][CH2:4]1.[ClH:56]. The catalyst is O1CCOCC1. The product is [ClH:56].[NH2:30][C@@H:18]1[C:17](=[O:38])[N:16]2[CH2:39][C@H:40]([O:42][C:43]3[CH:52]=[N:51][C:50]4[C:45](=[CH:46][C:47]([O:53][CH3:54])=[CH:48][CH:49]=4)[N:44]=3)[CH2:41][C@H:15]2[C:14](=[O:55])[NH:13][C@:12]2([C:10]([NH:9][S:6]([C:3]3([CH2:2][F:1])[CH2:5][CH2:4]3)(=[O:8])=[O:7])=[O:11])[CH2:27][C@H:26]2[CH:25]=[CH:24][CH2:23][CH2:22][C@@H:21]([CH3:28])[CH2:20][C@H:19]1[CH3:29]. The yield is 0.950. (3) The reactants are [CH3:1][O:2][C:3](=[O:15])[CH2:4][CH2:5][C:6]1[CH:11]=[CH:10][C:9]([CH2:12][OH:13])=[CH:8][C:7]=1[CH3:14]. The catalyst is C(Cl)(Cl)Cl.O=[Mn]=O. The product is [CH3:1][O:2][C:3](=[O:15])[CH2:4][CH2:5][C:6]1[CH:11]=[CH:10][C:9]([CH:12]=[O:13])=[CH:8][C:7]=1[CH3:14]. The yield is 0.600.